From a dataset of Forward reaction prediction with 1.9M reactions from USPTO patents (1976-2016). Predict the product of the given reaction. (1) Given the reactants [CH2:1]([O:3][C:4]([CH:6]1[CH2:13][CH:12]2[N:14]([CH2:15][C:16]([O:18][CH2:19][CH3:20])=[O:17])[CH:8]([CH2:9][C:10](=[O:21])[CH2:11]2)[CH2:7]1)=[O:5])[CH3:2].[BH4-].[Na+].C(O)(=O)C, predict the reaction product. The product is: [CH2:1]([O:3][C:4]([CH:6]1[CH2:13][CH:12]2[N:14]([CH2:15][C:16]([O:18][CH2:19][CH3:20])=[O:17])[CH:8]([CH2:9][CH:10]([OH:21])[CH2:11]2)[CH2:7]1)=[O:5])[CH3:2]. (2) The product is: [O:31]=[CH:9][CH2:8][CH2:7][CH2:6][CH2:5][CH2:4][CH2:3][CH2:2][C:1]([O:20][CH2:21][CH3:22])=[O:19]. Given the reactants [C:1]([OH:20])(=[O:19])[CH2:2][CH2:3][CH2:4][CH2:5][CH2:6][CH2:7][CH2:8]/[CH:9]=C\CCCCCCCC.[CH:21](=O)[CH2:22]CCCCCCC.[O:31]=C(CCCCCCC)C(O)=O.O=O.OO.C(O)CCCCCCCC, predict the reaction product.